Dataset: Full USPTO retrosynthesis dataset with 1.9M reactions from patents (1976-2016). Task: Predict the reactants needed to synthesize the given product. (1) Given the product [Br:1][C:2]1[NH:3][C:4]2[C:9]([C:10]=1[CH:11]1[CH2:16][CH2:15][CH2:14][CH2:13][CH2:12]1)=[CH:8][CH:7]=[C:6]([C:17]#[N:20])[CH:5]=2, predict the reactants needed to synthesize it. The reactants are: [Br:1][C:2]1[NH:3][C:4]2[C:9]([C:10]=1[CH:11]1[CH2:16][CH2:15][CH2:14][CH2:13][CH2:12]1)=[CH:8][CH:7]=[C:6]([C:17](O)=O)[CH:5]=2.[N:20]1C=CC=CC=1.C(OC(OC(C)(C)C)=O)(OC(C)(C)C)=O.CCN(CC)CC.O(C(C(F)(F)F)=O)C(C(F)(F)F)=O. (2) Given the product [Cl:1][C:2]1[CH:7]=[CH:6][C:5]([F:8])=[CH:4][C:3]=1[C@H:9]1[CH2:13][CH2:12][CH2:11][N:10]1[C:14]1[CH:19]=[CH:18][N:17]2[N:20]=[CH:21][C:22]([NH:23][C:29]([N:31]3[CH2:32][CH2:33][C@@H:38]([OH:41])[CH2:35]3)=[O:30])=[C:16]2[N:15]=1, predict the reactants needed to synthesize it. The reactants are: [Cl:1][C:2]1[CH:7]=[CH:6][C:5]([F:8])=[CH:4][C:3]=1[C@H:9]1[CH2:13][CH2:12][CH2:11][N:10]1[C:14]1[CH:19]=[CH:18][N:17]2[N:20]=[CH:21][C:22]([NH2:23])=[C:16]2[N:15]=1.C1N=CN([C:29]([N:31]2[CH:35]=N[CH:33]=[CH:32]2)=[O:30])C=1.N1CC[C@H:38]([OH:41])C1. (3) Given the product [Cl:29][C:30]1[CH:35]=[CH:34][C:33]([C:36]2([CH2:42][CH:43]([F:45])[F:44])[CH2:37][CH2:38][N:39]([C:2]3[C:3]4[N:4]([N:8]=[C:9]([NH:11][C:12]5[CH:28]=[CH:27][C:15]([C:16]([N:18]([CH3:26])[CH:19]6[CH2:24][CH2:23][N:22]([CH3:25])[CH2:21][CH2:20]6)=[O:17])=[CH:14][CH:13]=5)[N:10]=4)[CH:5]=[CH:6][CH:7]=3)[CH2:40][CH2:41]2)=[CH:32][CH:31]=1, predict the reactants needed to synthesize it. The reactants are: Br[C:2]1[C:3]2[N:4]([N:8]=[C:9]([NH:11][C:12]3[CH:28]=[CH:27][C:15]([C:16]([N:18]([CH3:26])[CH:19]4[CH2:24][CH2:23][N:22]([CH3:25])[CH2:21][CH2:20]4)=[O:17])=[CH:14][CH:13]=3)[N:10]=2)[CH:5]=[CH:6][CH:7]=1.[Cl:29][C:30]1[CH:35]=[CH:34][C:33]([C:36]2([CH2:42][CH:43]([F:45])[F:44])[CH2:41][CH2:40][NH:39][CH2:38][CH2:37]2)=[CH:32][CH:31]=1. (4) The reactants are: [CH2:1]([C:3]1[C:11]2[C:10]([C:12]([O:14][CH2:15][CH3:16])=[O:13])=[CH:9][C:8](O)=[N:7][C:6]=2[NH:5][N:4]=1)[CH3:2].P(Br)(Br)([Br:20])=O. Given the product [Br:20][C:8]1[CH:9]=[C:10]([C:12]([O:14][CH2:15][CH3:16])=[O:13])[C:11]2[C:3]([CH2:1][CH3:2])=[N:4][NH:5][C:6]=2[N:7]=1, predict the reactants needed to synthesize it. (5) Given the product [F:30][C:26]1[CH:27]=[C:28]2[C:23](=[CH:24][C:25]=1[F:31])[N:22]([C:10](=[O:12])[CH2:9][C:5]1[NH:6][C:7](=[O:8])[C:2]([F:1])=[C:3]([N:13]3[CH2:18][CH2:17][O:16][CH2:15][CH2:14]3)[N:4]=1)[CH:21]([CH3:20])[CH2:29]2, predict the reactants needed to synthesize it. The reactants are: [F:1][C:2]1[C:7](=[O:8])[NH:6][C:5]([CH2:9][C:10]([O-:12])=O)=[N:4][C:3]=1[N:13]1[CH2:18][CH2:17][O:16][CH2:15][CH2:14]1.[Na+].[CH3:20][CH:21]1[CH2:29][C:28]2[C:23](=[CH:24][C:25]([F:31])=[C:26]([F:30])[CH:27]=2)[NH:22]1.